The task is: Regression. Given two drug SMILES strings and cell line genomic features, predict the synergy score measuring deviation from expected non-interaction effect.. This data is from NCI-60 drug combinations with 297,098 pairs across 59 cell lines. (1) Drug 1: C1CCN(CC1)CCOC2=CC=C(C=C2)C(=O)C3=C(SC4=C3C=CC(=C4)O)C5=CC=C(C=C5)O. Drug 2: CC1CCC2CC(C(=CC=CC=CC(CC(C(=O)C(C(C(=CC(C(=O)CC(OC(=O)C3CCCCN3C(=O)C(=O)C1(O2)O)C(C)CC4CCC(C(C4)OC)OCCO)C)C)O)OC)C)C)C)OC. Cell line: OVCAR-4. Synergy scores: CSS=21.8, Synergy_ZIP=0.858, Synergy_Bliss=-0.00739, Synergy_Loewe=-11.3, Synergy_HSA=-0.0452. (2) Drug 1: C1C(C(OC1N2C=NC3=C2NC=NCC3O)CO)O. Drug 2: CCC1(C2=C(COC1=O)C(=O)N3CC4=CC5=C(C=CC(=C5CN(C)C)O)N=C4C3=C2)O.Cl. Cell line: OVCAR3. Synergy scores: CSS=11.2, Synergy_ZIP=-9.72, Synergy_Bliss=-4.65, Synergy_Loewe=-18.1, Synergy_HSA=-5.58. (3) Drug 1: C#CCC(CC1=CN=C2C(=N1)C(=NC(=N2)N)N)C3=CC=C(C=C3)C(=O)NC(CCC(=O)O)C(=O)O. Drug 2: C1C(C(OC1N2C=NC3=C2NC=NCC3O)CO)O. Cell line: TK-10. Synergy scores: CSS=-4.62, Synergy_ZIP=5.24, Synergy_Bliss=3.89, Synergy_Loewe=-3.42, Synergy_HSA=-3.58. (4) Drug 1: CC1OCC2C(O1)C(C(C(O2)OC3C4COC(=O)C4C(C5=CC6=C(C=C35)OCO6)C7=CC(=C(C(=C7)OC)O)OC)O)O. Drug 2: CS(=O)(=O)CCNCC1=CC=C(O1)C2=CC3=C(C=C2)N=CN=C3NC4=CC(=C(C=C4)OCC5=CC(=CC=C5)F)Cl. Cell line: LOX IMVI. Synergy scores: CSS=30.3, Synergy_ZIP=1.05, Synergy_Bliss=-0.528, Synergy_Loewe=-8.72, Synergy_HSA=0.471.